Regression. Given two drug SMILES strings and cell line genomic features, predict the synergy score measuring deviation from expected non-interaction effect. From a dataset of NCI-60 drug combinations with 297,098 pairs across 59 cell lines. (1) Drug 1: C1=CC(=CC=C1C#N)C(C2=CC=C(C=C2)C#N)N3C=NC=N3. Drug 2: CC1=C(C=C(C=C1)NC(=O)C2=CC=C(C=C2)CN3CCN(CC3)C)NC4=NC=CC(=N4)C5=CN=CC=C5. Cell line: HS 578T. Synergy scores: CSS=2.43, Synergy_ZIP=-1.06, Synergy_Bliss=-0.616, Synergy_Loewe=-1.60, Synergy_HSA=-1.76. (2) Drug 1: C1=NC2=C(N=C(N=C2N1C3C(C(C(O3)CO)O)O)F)N. Drug 2: C1=NC2=C(N=C(N=C2N1C3C(C(C(O3)CO)O)F)Cl)N. Cell line: IGROV1. Synergy scores: CSS=0.543, Synergy_ZIP=-0.540, Synergy_Bliss=-0.403, Synergy_Loewe=-2.90, Synergy_HSA=-2.63. (3) Drug 1: C1CN1P(=S)(N2CC2)N3CC3. Drug 2: CN1C2=C(C=C(C=C2)N(CCCl)CCCl)N=C1CCCC(=O)O.Cl. Cell line: RXF 393. Synergy scores: CSS=-0.922, Synergy_ZIP=0.955, Synergy_Bliss=-0.480, Synergy_Loewe=-3.73, Synergy_HSA=-3.29.